This data is from Catalyst prediction with 721,799 reactions and 888 catalyst types from USPTO. The task is: Predict which catalyst facilitates the given reaction. (1) Reactant: [CH3:1][N:2]1[C:6]([C:7]([CH:9]2[CH2:14][CH2:13][N:12]([C:15]([O:17]C(C)(C)C)=O)[CH2:11][CH2:10]2)=[O:8])=[CH:5][N:4]=[CH:3]1.[C:22](O)(C(F)(F)F)=O.C(OC(=O)C)(=O)C. Product: [CH3:1][N:2]1[C:6]([C:7]([CH:9]2[CH2:14][CH2:13][N:12]([C:15](=[O:17])[CH3:22])[CH2:11][CH2:10]2)=[O:8])=[CH:5][N:4]=[CH:3]1. The catalyst class is: 2. (2) Reactant: [Br:1][C:2]1[CH:7]=[C:6]([C:8]2([C:11]#N)[CH2:10][CH2:9]2)[CH:5]=[CH:4][N:3]=1.[H-].C([Al+]CC(C)C)C(C)C.CC[O:25]C(C)=O.OS(O)(=O)=O. Product: [Br:1][C:2]1[CH:7]=[C:6]([C:8]2([CH:11]=[O:25])[CH2:10][CH2:9]2)[CH:5]=[CH:4][N:3]=1. The catalyst class is: 11. (3) Reactant: [NH2:1][C:2]1[C:7]2=[C:8]([C:14]3[CH:19]=[CH:18][C:17]([NH:20][C:21]([NH:23][C:24]4[CH:29]=[C:28]([C:30]([F:33])([F:32])[F:31])[CH:27]=[CH:26][C:25]=4[F:34])=[O:22])=[CH:16][CH:15]=3)[C:9]([C:12]#[N:13])=[C:10](Br)[N:6]2[N:5]=[CH:4][N:3]=1.[Li]CCCC.CN([CH:43]=[O:44])C. Product: [NH2:1][C:2]1[C:7]2=[C:8]([C:14]3[CH:19]=[CH:18][C:17]([NH:20][C:21]([NH:23][C:24]4[CH:29]=[C:28]([C:30]([F:33])([F:32])[F:31])[CH:27]=[CH:26][C:25]=4[F:34])=[O:22])=[CH:16][CH:15]=3)[C:9]([C:12]#[N:13])=[C:10]([CH:43]=[O:44])[N:6]2[N:5]=[CH:4][N:3]=1. The catalyst class is: 1. (4) Reactant: [CH3:1][C:2]1[S:3][C:4]2[CH:10]=[CH:9][C:8]([NH2:11])=[CH:7][C:5]=2[N:6]=1.C(N(CC)CC)C.[Br:19][CH2:20][C:21](Br)=[O:22]. Product: [Br:19][CH2:20][C:21]([NH:11][C:8]1[CH:9]=[CH:10][C:4]2[S:3][C:2]([CH3:1])=[N:6][C:5]=2[CH:7]=1)=[O:22]. The catalyst class is: 4.